This data is from Forward reaction prediction with 1.9M reactions from USPTO patents (1976-2016). The task is: Predict the product of the given reaction. (1) Given the reactants [F:1][C:2]1[CH:3]=[CH:4][C:5]([NH:8][NH2:9])=[N:6][CH:7]=1.[C:10]([O:14][C:15]([N:17]1[CH2:22][CH2:21][O:20][CH2:19][C@@H:18]1[C:23](O)=[O:24])=[O:16])([CH3:13])([CH3:12])[CH3:11].C(Cl)CCl.C1C=CC2N(O)N=NC=2C=1.O, predict the reaction product. The product is: [C:10]([O:14][C:15]([N:17]1[CH2:22][CH2:21][O:20][CH2:19][C@@H:18]1[C:23]([NH:9][NH:8][C:5]1[CH:4]=[CH:3][C:2]([F:1])=[CH:7][N:6]=1)=[O:24])=[O:16])([CH3:13])([CH3:12])[CH3:11]. (2) Given the reactants [S:1]1[C:5]2[CH:6]=[CH:7][CH:8]=[CH:9][C:4]=2[N:3]=[C:2]1[NH:10][C:11]1[CH:16]=[CH:15][C:14]([CH2:17][C:18]([O:20]C)=[O:19])=[CH:13][C:12]=1[Cl:22].[OH-].[Na+], predict the reaction product. The product is: [S:1]1[C:5]2[CH:6]=[CH:7][CH:8]=[CH:9][C:4]=2[N:3]=[C:2]1[NH:10][C:11]1[CH:16]=[CH:15][C:14]([CH2:17][C:18]([OH:20])=[O:19])=[CH:13][C:12]=1[Cl:22].